Dataset: Catalyst prediction with 721,799 reactions and 888 catalyst types from USPTO. Task: Predict which catalyst facilitates the given reaction. Reactant: Br[CH:2]([CH2:20][CH3:21])[C:3]([C:5]1[CH:19]=[CH:18][C:8]2[N:9]=[C:10]([C:12]3[CH:17]=[CH:16][CH:15]=[CH:14][CH:13]=3)[O:11][C:7]=2[CH:6]=1)=[O:4].CN(C=[O:26])C. Product: [OH:26][CH:2]([CH2:20][CH3:21])[C:3]([C:5]1[CH:19]=[CH:18][C:8]2[N:9]=[C:10]([C:12]3[CH:17]=[CH:16][CH:15]=[CH:14][CH:13]=3)[O:11][C:7]=2[CH:6]=1)=[O:4]. The catalyst class is: 6.